From a dataset of Peptide-MHC class II binding affinity with 134,281 pairs from IEDB. Regression. Given a peptide amino acid sequence and an MHC pseudo amino acid sequence, predict their binding affinity value. This is MHC class II binding data. (1) The peptide sequence is EISTNIRQAGVQYSR. The MHC is HLA-DQA10101-DQB10501 with pseudo-sequence HLA-DQA10101-DQB10501. The binding affinity (normalized) is 0.217. (2) The MHC is DRB1_1301 with pseudo-sequence DRB1_1301. The peptide sequence is ASLMRGLSSRKRRSH. The binding affinity (normalized) is 1.00. (3) The peptide sequence is YEAFVLHFSEALRII. The MHC is HLA-DQA10301-DQB10302 with pseudo-sequence HLA-DQA10301-DQB10302. The binding affinity (normalized) is 0.543.